The task is: Predict the reactants needed to synthesize the given product.. This data is from Retrosynthesis with 50K atom-mapped reactions and 10 reaction types from USPTO. Given the product Cc1onc(-c2ccccc2)c1CN1C[C@@H](C)n2c(cc3cc(OC4CCN(C(C)C)CC4)ccc32)C1=O, predict the reactants needed to synthesize it. The reactants are: CC(C)N1CCC(Oc2ccc3c(c2)cc2n3[C@H](C)CNC2=O)CC1.Cc1onc(-c2ccccc2)c1CBr.